From a dataset of Forward reaction prediction with 1.9M reactions from USPTO patents (1976-2016). Predict the product of the given reaction. (1) Given the reactants Cl[C:2]1[CH:7]=[C:6]([Cl:8])[CH:5]=[C:4]([C:9]2[CH:14]=[CH:13][C:12]([O:15][CH:16]([CH3:18])[CH3:17])=[CH:11][CH:10]=2)[N:3]=1.[CH3:19][O:20][C:21]1[CH:26]=[CH:25][CH:24]=[C:23]([Sn](CCCC)(CCCC)CCCC)[N:22]=1.[F-].[Cs+], predict the reaction product. The product is: [Cl:8][C:6]1[CH:5]=[C:4]([C:9]2[CH:14]=[CH:13][C:12]([O:15][CH:16]([CH3:18])[CH3:17])=[CH:11][CH:10]=2)[N:3]=[C:2]([C:23]2[CH:24]=[CH:25][CH:26]=[C:21]([O:20][CH3:19])[N:22]=2)[CH:7]=1. (2) Given the reactants Br[C:2]1[CH:7]=[CH:6][C:5]([C:8]([OH:17])([C:13]([F:16])([F:15])[F:14])[C:9]([F:12])([F:11])[F:10])=[CH:4][C:3]=1[CH:18]([F:20])[F:19].[OH:21][C:22]([CH3:35])([CH3:34])[CH2:23][NH:24][C:25]([C:27]1[S:28][CH:29]=[C:30]([CH2:32][OH:33])[N:31]=1)=[O:26].C([O-])([O-])=O.[K+].[K+].C1(P(C2CCCCC2)C2CCCCC2)CCCCC1.[H+].[B-](F)(F)(F)F.C(O)(C(C)(C)C)=O, predict the reaction product. The product is: [F:19][CH:18]([F:20])[C:3]1[CH:4]=[C:5]([C:8]([OH:17])([C:13]([F:16])([F:15])[F:14])[C:9]([F:12])([F:11])[F:10])[CH:6]=[CH:7][C:2]=1[C:29]1[S:28][C:27]([C:25]([NH:24][CH2:23][C:22]([OH:21])([CH3:35])[CH3:34])=[O:26])=[N:31][C:30]=1[CH2:32][OH:33].